This data is from Peptide-MHC class II binding affinity with 134,281 pairs from IEDB. The task is: Regression. Given a peptide amino acid sequence and an MHC pseudo amino acid sequence, predict their binding affinity value. This is MHC class II binding data. (1) The peptide sequence is ELPGVDPDKDVDIMV. The MHC is DRB1_0701 with pseudo-sequence DRB1_0701. The binding affinity (normalized) is 0.0203. (2) The peptide sequence is YDKFLANCSTVLTGK. The MHC is DRB1_1602 with pseudo-sequence DRB1_1602. The binding affinity (normalized) is 0.655. (3) The peptide sequence is INVGFKAAVAAAASV. The MHC is HLA-DPA10103-DPB10401 with pseudo-sequence HLA-DPA10103-DPB10401. The binding affinity (normalized) is 0.149.